From a dataset of Catalyst prediction with 721,799 reactions and 888 catalyst types from USPTO. Predict which catalyst facilitates the given reaction. (1) Reactant: C[Si]([C:5]#[C:6][C:7]1([OH:13])[CH2:12][CH2:11][O:10][CH2:9][CH2:8]1)(C)C.[F-].C([N+](CCCC)(CCCC)CCCC)CCC. Product: [C:6]([C:7]1([OH:13])[CH2:12][CH2:11][O:10][CH2:9][CH2:8]1)#[CH:5]. The catalyst class is: 56. (2) Reactant: C([Li])(C)(C)C.CCCCC.Br[C:12]1[CH:17]=[CH:16][CH:15]=[C:14]([CH2:18][CH3:19])[N:13]=1.[CH2:20]([Sn:24](Cl)([CH2:29][CH2:30][CH2:31][CH3:32])[CH2:25][CH2:26][CH2:27][CH3:28])[CH2:21][CH2:22][CH3:23]. Product: [CH2:18]([C:14]1[CH:15]=[CH:16][CH:17]=[C:12]([Sn:24]([CH2:25][CH2:26][CH2:27][CH3:28])([CH2:29][CH2:30][CH2:31][CH3:32])[CH2:20][CH2:21][CH2:22][CH3:23])[N:13]=1)[CH3:19]. The catalyst class is: 280.